Dataset: HIV replication inhibition screening data with 41,000+ compounds from the AIDS Antiviral Screen. Task: Binary Classification. Given a drug SMILES string, predict its activity (active/inactive) in a high-throughput screening assay against a specified biological target. (1) The molecule is O=C1CCCC2=C1CC1=C(CCCC1=O)N2c1ccc(-c2ccccc2)cc1. The result is 0 (inactive). (2) The compound is CCCn1c2ccccc2c2ccc3c(c21)C(=O)C=CC3=O. The result is 0 (inactive). (3) The drug is NC(=O)c1ncn2c(=O)n(CCCl)nnc12. The result is 0 (inactive). (4) The molecule is CCC(=O)NC1=CC(=O)C(=O)c2cccnc21. The result is 0 (inactive). (5) The drug is N#CC1CC(c2ccccc2)=NC1c1ccccc1. The result is 0 (inactive). (6) The compound is COc1ccc(C=Cc2cnc3ccccc3n2)cc1OC. The result is 0 (inactive). (7) The molecule is CC1=C(O)C(=O)C2C(=O)C1C(C)C2c1ccccc1. The result is 0 (inactive).